From a dataset of Forward reaction prediction with 1.9M reactions from USPTO patents (1976-2016). Predict the product of the given reaction. Given the reactants [F:1][C:2]1[CH:3]=[C:4]([OH:11])[CH:5]=[CH:6][C:7]=1[N+:8]([O-:10])=[O:9].[C:12]([O:16][C:17]([N:19]1[CH2:24][CH2:23][CH:22](O)[CH2:21][CH2:20]1)=[O:18])([CH3:15])([CH3:14])[CH3:13].C1(P(C2C=CC=CC=2)C2C=CC=CC=2)C=CC=CC=1.N(C(OCC)=O)=NC(OCC)=O, predict the reaction product. The product is: [C:12]([O:16][C:17]([N:19]1[CH2:24][CH2:23][CH:22]([O:11][C:4]2[CH:5]=[CH:6][C:7]([N+:8]([O-:10])=[O:9])=[C:2]([F:1])[CH:3]=2)[CH2:21][CH2:20]1)=[O:18])([CH3:15])([CH3:13])[CH3:14].